This data is from Full USPTO retrosynthesis dataset with 1.9M reactions from patents (1976-2016). The task is: Predict the reactants needed to synthesize the given product. (1) Given the product [F:13][C:14]1[CH:19]=[CH:18][C:17]([C:2]2[CH:3]=[CH:4][C:5]3[N:6]=[CH:7][NH:8][C:9](=[O:12])[C:10]=3[N:11]=2)=[CH:16][CH:15]=1, predict the reactants needed to synthesize it. The reactants are: Cl[C:2]1[CH:3]=[CH:4][C:5]2[N:6]=[CH:7][NH:8][C:9](=[O:12])[C:10]=2[N:11]=1.[F:13][C:14]1[CH:19]=[CH:18][C:17](B(O)O)=[CH:16][CH:15]=1.C([O-])([O-])=O.[K+].[K+].C(O)(=O)C. (2) The reactants are: [CH3:1][C:2]1[S:11][C:5]2[C:6](=[O:10])[NH:7][N:8]=[CH:9][C:4]=2[C:3]=1[CH3:12].C([O-])([O-])=O.[K+].[K+].Br[CH2:20][C:21]([O:23][CH2:24][CH3:25])=[O:22].O. Given the product [CH3:1][C:2]1[S:11][C:5]2[C:6](=[O:10])[N:7]([CH2:20][C:21]([O:23][CH2:24][CH3:25])=[O:22])[N:8]=[CH:9][C:4]=2[C:3]=1[CH3:12], predict the reactants needed to synthesize it. (3) Given the product [C:13]([C:10]1[N:9]=[C:8]([O:15][CH2:16][CH:17]2[CH2:24][CH2:23][C:20]3([CH2:22][CH2:21]3)[CH2:19][CH2:18]2)[C:7]([C:5]([OH:6])=[O:4])=[CH:12][N:11]=1)#[N:14], predict the reactants needed to synthesize it. The reactants are: C([O:4][C:5]([C:7]1[C:8]([O:15][CH2:16][CH:17]2[CH2:24][CH2:23][C:20]3([CH2:22][CH2:21]3)[CH2:19][CH2:18]2)=[N:9][C:10]([C:13]#[N:14])=[N:11][CH:12]=1)=[O:6])C=C.N1CCOCC1. (4) Given the product [OH:1][C:2]1[C:11]2[C:6](=[N:7][CH:8]=[CH:9][CH:10]=2)[N:5]([C:12]2[CH:13]=[CH:14][CH:15]=[CH:16][CH:17]=2)[C:4](=[O:18])[C:3]=1[C:27](=[O:28])[CH2:26][CH2:25][C:22]1[CH:23]=[CH:24][N:19]=[CH:20][CH:21]=1, predict the reactants needed to synthesize it. The reactants are: [OH:1][C:2]1[C:11]2[C:6](=[N:7][CH:8]=[CH:9][CH:10]=2)[N:5]([C:12]2[CH:17]=[CH:16][CH:15]=[CH:14][CH:13]=2)[C:4](=[O:18])[CH:3]=1.[N:19]1[CH:24]=[CH:23][C:22]([CH2:25][CH2:26][C:27](O)=[O:28])=[CH:21][CH:20]=1. (5) Given the product [F:38][C:36]1[CH:35]=[CH:34][C:33]2[C:29]([CH:26]3[CH2:27][CH2:28][N:23]([CH2:22][CH2:21][C:18]4[C:19](=[O:20])[N:14]5[CH2:13][CH2:12][CH2:11][CH:10]([OH:9])[C:15]5=[N:16][C:17]=4[CH3:39])[CH2:24][CH2:25]3)=[N:30][O:31][C:32]=2[CH:37]=1, predict the reactants needed to synthesize it. The reactants are: C([O:9][CH:10]1[C:15]2=[N:16][C:17]([CH3:39])=[C:18]([CH2:21][CH2:22][N:23]3[CH2:28][CH2:27][CH:26]([C:29]4[C:33]5[CH:34]=[CH:35][C:36]([F:38])=[CH:37][C:32]=5[O:31][N:30]=4)[CH2:25][CH2:24]3)[C:19](=[O:20])[N:14]2[CH2:13][CH2:12][CH2:11]1)(=O)C1C=CC=CC=1.CC1C=CC(C(OC2C3=NC(C)=C(CCN4CCC(C5C6C=CC(F)=CC=6ON=5)CC4)C(=O)N3CCC2)=O)=CC=1.COC1C=CC(C(OC2C3=NC(C)=C(CCN4CCC(C5C6C=CC(F)=CC=6ON=5)CC4)C(=O)N3CCC2)=O)=CC=1.Cl.C(=O)(OCC)OC1C2=NC(C)=C(CCN3CCC(C4C5C=CC(F)=CC=5ON=4)CC3)C(=O)N2CCC1.Cl.Cl.C(=O)(OCC(C)C)OC1C2=NC(C)=C(CCN3CCC(C4C5C=CC(F)=CC=5ON=4)CC3)C(=O)N2CCC1.Cl.Cl.C(=O)(OCCCCC)OC1C2=NC(C)=C(CCN3CCC(C4C5C=CC(F)=CC=5ON=4)CC3)C(=O)N2CCC1.Cl.C(=O)(OC1C=CC=CC=1)OC1C2=NC(C)=C(CCN3CCC(C4C5C=CC(F)=CC=5ON=4)CC3)C(=O)N2CCC1.Cl.C(=O)(OC1C=CC([N+]([O-])=O)=CC=1)OC1C2=NC(C)=C(CCN3CCC(C4C5C=CC(F)=CC=5ON=4)CC3)C(=O)N2CCC1. (6) Given the product [OH:15][C@@H:17]([CH2:16][C:5]#[C:4][CH2:3][C:2]#[C:30][CH2:31][CH2:25][CH2:26][CH2:27][CH2:28][CH2:13][CH3:14])[C@@H:18]([O:21][S:22]([C:25]1[CH:31]=[CH:30][C:28]([CH3:29])=[CH:27][CH:26]=1)(=[O:24])=[O:23])[CH2:19][CH3:20], predict the reactants needed to synthesize it. The reactants are: [Li][CH2:2][CH2:3][CH2:4][CH3:5].B(F)(F)F.CCO[CH2:13][CH3:14].[O:15]1[C@H:17]([C@@H:18]([O:21][S:22]([C:25]2[CH:31]=[CH:30][C:28]([CH3:29])=[CH:27][CH:26]=2)(=[O:24])=[O:23])[CH2:19][CH3:20])[CH2:16]1. (7) The reactants are: Cl.[OH:2][CH:3]1[O:11][C@@H:10]([CH2:12][OH:13])[C@H:8]([OH:9])[C@@H:6]([OH:7])[C@@H:4]1[NH2:5].C1C(=O)N([O:21][C:22]([O:24][CH2:25][C:26]2[CH:31]=[CH:30][CH:29]=[CH:28][CH:27]=2)=O)C(=O)C1.C(N(CC)CC)C. Given the product [CH2:25]([O:24][C:22]([NH:5][C@H:4]1[C@H:6]([OH:7])[C@@H:8]([OH:9])[C@H:10]([CH2:12][OH:13])[O:11][CH:3]1[OH:2])=[O:21])[C:26]1[CH:31]=[CH:30][CH:29]=[CH:28][CH:27]=1, predict the reactants needed to synthesize it.